From a dataset of Reaction yield outcomes from USPTO patents with 853,638 reactions. Predict the reaction yield, written as a fraction of the theoretical maximum amount of product (1.0 means a 100% yield; for example, 0.34 means a 34% yield). The reactants are [Br:1][C:2]1[CH:7]=[C:6]([C:8]([CH3:11])([CH3:10])[CH3:9])[CH:5]=[CH:4][C:3]=1[NH2:12].[N+:13]([O-])([O-:15])=[O:14].[K+]. The catalyst is OS(O)(=O)=O. The product is [Br:1][C:2]1[CH:7]=[C:6]([C:8]([CH3:9])([CH3:11])[CH3:10])[C:5]([N+:13]([O-:15])=[O:14])=[CH:4][C:3]=1[NH2:12]. The yield is 0.780.